Dataset: Catalyst prediction with 721,799 reactions and 888 catalyst types from USPTO. Task: Predict which catalyst facilitates the given reaction. (1) Reactant: [Cl:1][C:2]1[CH:7]=[C:6]([C:8]2[S:12][C:11]([CH3:13])=[N:10][CH:9]=2)[CH:5]=[CH:4][C:3]=1[C:14]1[C:25](=[O:26])[N:24]([CH2:27][CH3:28])[C:17]2[N:18]=[C:19]([S:22][CH3:23])[N:20]=[CH:21][C:16]=2[CH:15]=1.C1C=C(Cl)C=C(C(OO)=[O:37])C=1. Product: [Cl:1][C:2]1[CH:7]=[C:6]([C:8]2[S:12][C:11]([CH3:13])=[N:10][CH:9]=2)[CH:5]=[CH:4][C:3]=1[C:14]1[C:25](=[O:26])[N:24]([CH2:27][CH3:28])[C:17]2[N:18]=[C:19]([S:22]([CH3:23])=[O:37])[N:20]=[CH:21][C:16]=2[CH:15]=1. The catalyst class is: 2. (2) Reactant: [OH:1][C:2]1[CH:3]=[C:4]([C:8]2[N:13]=[C:12]([C:14]([O:16][CH3:17])=[O:15])[CH:11]=[CH:10][CH:9]=2)[CH:5]=[CH:6][CH:7]=1.Br[CH2:19][CH2:20][CH2:21][CH2:22][CH2:23][CH2:24][O:25][CH:26]1[CH2:31][CH2:30][CH2:29][CH2:28][O:27]1.C([O-])([O-])=O.[K+].[K+]. Product: [O:27]1[CH2:28][CH2:29][CH2:30][CH2:31][CH:26]1[O:25][CH2:24][CH2:23][CH2:22][CH2:21][CH2:20][CH2:19][O:1][C:2]1[CH:3]=[C:4]([C:8]2[N:13]=[C:12]([C:14]([O:16][CH3:17])=[O:15])[CH:11]=[CH:10][CH:9]=2)[CH:5]=[CH:6][CH:7]=1. The catalyst class is: 3.